This data is from Peptide-MHC class II binding affinity with 134,281 pairs from IEDB. The task is: Regression. Given a peptide amino acid sequence and an MHC pseudo amino acid sequence, predict their binding affinity value. This is MHC class II binding data. The peptide sequence is TDTTPFGQQRVFKEK. The MHC is DRB1_1501 with pseudo-sequence DRB1_1501. The binding affinity (normalized) is 0.158.